Dataset: Full USPTO retrosynthesis dataset with 1.9M reactions from patents (1976-2016). Task: Predict the reactants needed to synthesize the given product. (1) Given the product [CH2:13]([O:20][CH2:19][CH:2]([C:3]([O:5][CH2:6][CH3:7])=[O:4])[C:1]([O:9][CH2:10][CH3:11])=[O:8])[C:12]1[CH:15]=[CH:28][CH:24]=[CH:25][CH:14]=1, predict the reactants needed to synthesize it. The reactants are: [C:1]([O:9][CH2:10][CH3:11])(=[O:8])[CH2:2][C:3]([O:5][CH2:6][CH3:7])=[O:4].[C:12](O[K])([CH3:15])([CH3:14])[CH3:13].C[CH2:19][O:20]CC.Cl.[CH2:24]1[CH2:28]OC[CH2:25]1. (2) Given the product [N+:11]([C:3]1[CH:4]=[CH:5][CH:6]=[C:7]([N+:8]([O-:10])=[O:9])[C:2]=1[O:15][CH3:14])([O-:13])=[O:12], predict the reactants needed to synthesize it. The reactants are: Cl[C:2]1[C:7]([N+:8]([O-:10])=[O:9])=[CH:6][CH:5]=[CH:4][C:3]=1[N+:11]([O-:13])=[O:12].[CH3:14][O-:15].[Na+]. (3) Given the product [Br:25][C:26]1[CH:31]=[CH:30][C:29]([S:32]([NH:14][C:13]2[CH:15]=[C:9]([N:4]3[CH2:3][C@H:2]([CH3:1])[NH:7][C@H:6]([CH3:8])[CH2:5]3)[CH:10]=[CH:11][C:12]=2[O:16][CH3:17])(=[O:33])=[O:34])=[C:28]([F:36])[CH:27]=1, predict the reactants needed to synthesize it. The reactants are: [CH3:1][C@H:2]1[NH:7][C@@H:6]([CH3:8])[CH2:5][N:4]([C:9]2[CH:10]=[CH:11][C:12]([O:16][CH3:17])=[C:13]([CH:15]=2)[NH2:14])[CH2:3]1.CN1CCOCC1.[Br:25][C:26]1[CH:31]=[CH:30][C:29]([S:32](Cl)(=[O:34])=[O:33])=[C:28]([F:36])[CH:27]=1. (4) Given the product [CH3:6][O:5][CH2:4][C@H:3]1[CH2:10][O:9][C:8](=[O:14])[NH:7]1, predict the reactants needed to synthesize it. The reactants are: OC[C@@H:3]([NH:7][C:8](=[O:14])[O:9][C:10](C)(C)C)[CH2:4][O:5][CH3:6].O1CCCC1.CC(C)([O-])C.[K+].